Dataset: Full USPTO retrosynthesis dataset with 1.9M reactions from patents (1976-2016). Task: Predict the reactants needed to synthesize the given product. Given the product [Cl:8][C:6]1[N:5]=[N:4][C:3]([C:9]([O:11][CH2:12][CH3:13])=[O:10])=[C:2]([NH:22][C:18]2[CH:17]=[CH:16][C:15]([F:14])=[C:20]([CH3:21])[N:19]=2)[CH:7]=1, predict the reactants needed to synthesize it. The reactants are: Cl[C:2]1[CH:7]=[C:6]([Cl:8])[N:5]=[N:4][C:3]=1[C:9]([O:11][CH2:12][CH3:13])=[O:10].[F:14][C:15]1[CH:16]=[CH:17][C:18]([NH2:22])=[N:19][C:20]=1[CH3:21].